From a dataset of Forward reaction prediction with 1.9M reactions from USPTO patents (1976-2016). Predict the product of the given reaction. (1) Given the reactants Cl.FC1C=C(C=CC=1)CN1C=C(C2C3C(=NC=C(C4C=CC(C5CCNCC5)=CC=4)C=3)N(S(C3C=CC(C)=CC=3)(=O)=O)C=2)C=N1.[CH2:46]([N:54]1[CH:58]=[C:57]([C:59]2[C:67]3[C:62](=[N:63][CH:64]=[C:65]([C:68]4[CH:73]=[CH:72][C:71]([N:74]5[CH2:79][CH2:78][N:77]([CH2:80][C@@H:81]([OH:83])[CH3:82])[CH2:76][CH2:75]5)=[CH:70][CH:69]=4)[CH:66]=3)[N:61](S(C3C=CC(C)=CC=3)(=O)=O)[CH:60]=2)[CH:56]=[N:55]1)[CH2:47][C:48]1[CH:53]=[CH:52][CH:51]=[CH:50][CH:49]=1.[OH-].[Li+], predict the reaction product. The product is: [CH2:46]([N:54]1[CH:58]=[C:57]([C:59]2[C:67]3[C:62](=[N:63][CH:64]=[C:65]([C:68]4[CH:69]=[CH:70][C:71]([N:74]5[CH2:79][CH2:78][N:77]([CH2:80][C@@H:81]([OH:83])[CH3:82])[CH2:76][CH2:75]5)=[CH:72][CH:73]=4)[CH:66]=3)[NH:61][CH:60]=2)[CH:56]=[N:55]1)[CH2:47][C:48]1[CH:49]=[CH:50][CH:51]=[CH:52][CH:53]=1. (2) Given the reactants [OH:1][CH:2]([C@@H:14]([NH:19][C:20](=[O:39])[O:21][CH2:22][C:23]1([CH2:27][C:28]2[S:29][CH:30]=[C:31]([C:33]3[CH:38]=[CH:37][CH:36]=[CH:35][CH:34]=3)[N:32]=2)[CH2:26][CH2:25][CH2:24]1)[CH2:15][CH2:16][CH2:17][CH3:18])[C:3](=[O:13])[NH:4][C@@H:5]([C:7]1[CH:12]=[CH:11][CH:10]=[CH:9][CH:8]=1)[CH3:6].C(Cl)(=O)C(Cl)=O.CS(C)=O.C(N(CC)CC)C, predict the reaction product. The product is: [O:13]=[C:3]([NH:4][C@@H:5]([C:7]1[CH:8]=[CH:9][CH:10]=[CH:11][CH:12]=1)[CH3:6])[C:2]([C@@H:14]([NH:19][C:20](=[O:39])[O:21][CH2:22][C:23]1([CH2:27][C:28]2[S:29][CH:30]=[C:31]([C:33]3[CH:38]=[CH:37][CH:36]=[CH:35][CH:34]=3)[N:32]=2)[CH2:26][CH2:25][CH2:24]1)[CH2:15][CH2:16][CH2:17][CH3:18])=[O:1]. (3) Given the reactants [CH3:1][C@@H:2]([C@@H:14]1[C@@:18]2([CH3:43])[CH2:19][CH2:20][C@@H:21]3[C@@:26]4([CH3:41])[CH2:27][CH2:28][C@H:29]([NH:31][CH2:32][CH2:33][CH2:34][NH:35][CH2:36][CH2:37][CH2:38][CH2:39][NH2:40])[CH2:30][C@@H:25]4[CH2:24][C@@H:23]([OH:42])[C@H:22]3[C@@H:17]2[CH2:16][CH2:15]1)[CH2:3][CH2:4][C@@H:5]([O:9][S:10]([OH:13])(=[O:12])=[O:11])[CH:6]([CH3:8])[CH3:7].[C:44]([OH:49])(=[O:48])[C@H:45]([CH3:47])[OH:46].C(O)C, predict the reaction product. The product is: [CH3:1][C@@H:2]([C@@H:14]1[C@@:18]2([CH3:43])[CH2:19][CH2:20][C@@H:21]3[C@@:26]4([CH3:41])[CH2:27][CH2:28][C@H:29]([NH:31][CH2:32][CH2:33][CH2:34][NH:35][CH2:36][CH2:37][CH2:38][CH2:39][NH2:40])[CH2:30][C@@H:25]4[CH2:24][C@@H:23]([OH:42])[C@H:22]3[C@@H:17]2[CH2:16][CH2:15]1)[CH2:3][CH2:4][C@@H:5]([O:9][S:10]([OH:13])(=[O:12])=[O:11])[CH:6]([CH3:7])[CH3:8].[CH3:47][C@H:45]([OH:46])[C:44]([OH:49])=[O:48].[CH3:47][C@H:45]([OH:46])[C:44]([OH:49])=[O:48]. (4) Given the reactants [CH2:1]([O:3][C:4]1[CH:9]=[CH:8][C:7]([N:10]([CH3:33])[C:11]2[C:20]3[C:15](=[CH:16][CH:17]=[CH:18][CH:19]=3)[N:14]=[C:13]([CH2:21][N:22]3C(=O)C4C(=CC=CC=4)C3=O)[N:12]=2)=[CH:6][C:5]=1[F:34])[CH3:2].ClCC1N=C(N(C2C=CC(OCC)=C(F)C=2)C)C2C(=CC=CC=2)N=1.C1(=O)NC(=O)C2=CC=CC=C12.[K], predict the reaction product. The product is: [NH2:22][CH2:21][C:13]1[N:12]=[C:11]([N:10]([C:7]2[CH:8]=[CH:9][C:4]([O:3][CH2:1][CH3:2])=[C:5]([F:34])[CH:6]=2)[CH3:33])[C:20]2[C:15](=[CH:16][CH:17]=[CH:18][CH:19]=2)[N:14]=1.